From a dataset of Full USPTO retrosynthesis dataset with 1.9M reactions from patents (1976-2016). Predict the reactants needed to synthesize the given product. (1) Given the product [F:1][C:2]1[CH:3]=[CH:4][C:5]([CH2:8][C:9]([N:13]([CH3:12])[C@@H:14]2[CH2:31][N:18]3[C:19]4[C:24]([C:25]([CH2:26][C:27]([OH:29])=[O:28])=[C:17]3[CH2:16][CH2:15]2)=[CH:23][CH:22]=[CH:21][CH:20]=4)=[O:11])=[CH:6][CH:7]=1, predict the reactants needed to synthesize it. The reactants are: [F:1][C:2]1[CH:7]=[CH:6][C:5]([CH2:8][C:9]([OH:11])=O)=[CH:4][CH:3]=1.[CH3:12][NH:13][C@@H:14]1[CH2:31][N:18]2[C:19]3[C:24]([C:25]([CH2:26][C:27]([O:29]C)=[O:28])=[C:17]2[CH2:16][CH2:15]1)=[CH:23][CH:22]=[CH:21][CH:20]=3. (2) Given the product [CH3:24][C:25]([CH3:32])([CH2:30][N:10]1[CH2:9][CH2:8][CH:7]([CH2:6][NH:5][C@@H:13]2[CH2:15][C@H:14]2[C:16]2[CH:17]=[CH:18][CH:19]=[CH:20][CH:21]=2)[CH2:12][CH2:11]1)[C:26]([OH:28])=[O:27], predict the reactants needed to synthesize it. The reactants are: FC(F)(F)C([N:5]([C@@H:13]1[CH2:15][C@H:14]1[C:16]1[CH:21]=[CH:20][CH:19]=[CH:18][CH:17]=1)[CH2:6][CH:7]1[CH2:12][CH2:11][NH:10][CH2:9][CH2:8]1)=O.[CH3:24][C:25]([CH3:32])([CH:30]=O)[C:26]([O:28]C)=[O:27].C(O[BH-](OC(=O)C)OC(=O)C)(=O)C.[Na+].[OH-].[Na+]. (3) Given the product [N:14]1[CH:15]=[CH:16][C:11]([C:8]2[N:6]3[N:7]=[C:2]([NH:23][CH:20]4[CH2:21][CH2:22][O:17][CH2:18][CH2:19]4)[CH:3]=[CH:4][C:5]3=[N:10][CH:9]=2)=[CH:12][CH:13]=1, predict the reactants needed to synthesize it. The reactants are: Cl[C:2]1[CH:3]=[CH:4][C:5]2[N:6]([C:8]([C:11]3[CH:16]=[CH:15][N:14]=[CH:13][CH:12]=3)=[CH:9][N:10]=2)[N:7]=1.[O:17]1[CH2:22][CH2:21][CH:20]([NH2:23])[CH2:19][CH2:18]1.C1(P(C2C=CC=CC=2)C2C=CC3C(=CC=CC=3)C=2C2C3C(=CC=CC=3)C=CC=2P(C2C=CC=CC=2)C2C=CC=CC=2)C=CC=CC=1.CC(C)([O-])C.[Na+].Cl. (4) Given the product [F:21][C:19]1[CH:20]=[C:15]([N:11]2[CH2:10][CH:9]([CH2:8][NH:7][C:41](=[S:45])[CH:42]([F:44])[F:43])[O:13][C:12]2=[O:14])[CH:16]=[C:17]([F:29])[C:18]=1[N:22]1[CH:27]=[CH:26][C:25](=[O:28])[CH2:24][CH2:23]1, predict the reactants needed to synthesize it. The reactants are: C(OC(=O)[NH:7][CH2:8][CH:9]1[O:13][C:12](=[O:14])[N:11]([C:15]2[CH:20]=[C:19]([F:21])[C:18]([N:22]3[CH:27]=[CH:26][C:25](=[O:28])[CH2:24][CH2:23]3)=[C:17]([F:29])[CH:16]=2)[CH2:10]1)(C)(C)C.C1(C(C2C=CC=CC=2)CCO[C:41](=[S:45])[CH:42]([F:44])[F:43])C=CC=CC=1.